Task: Predict the product of the given reaction.. Dataset: Forward reaction prediction with 1.9M reactions from USPTO patents (1976-2016) (1) Given the reactants C(OC([NH:8][C:9]1[CH:10]=[C:11]([S:15]([NH2:18])(=[O:17])=[O:16])[CH:12]=[CH:13][CH:14]=1)=O)(C)(C)C.[Cl:19][C:20]1[CH:21]=[C:22]([NH:30][C:31](OC2C=CC=CC=2)=[O:32])[C:23](=[CH:28][CH:29]=1)[C:24](OC)=[O:25], predict the reaction product. The product is: [NH2:8][C:9]1[CH:10]=[C:11]([S:15]([N:18]2[C:24](=[O:25])[C:23]3[C:22](=[CH:21][C:20]([Cl:19])=[CH:29][CH:28]=3)[NH:30][C:31]2=[O:32])(=[O:16])=[O:17])[CH:12]=[CH:13][CH:14]=1. (2) Given the reactants [NH:1]1[CH:5]=[C:4]([CH2:6][CH2:7][C:8]([OH:10])=O)[N:3]=[N:2]1.Cl.[NH2:12][CH:13]1[CH2:18][CH2:17][N:16]([C:19]([O:21][CH2:22][C:23]2[CH:28]=[C:27]([Cl:29])[CH:26]=[C:25]([Cl:30])[CH:24]=2)=[O:20])[CH2:15][CH2:14]1.CCN(C(C)C)C(C)C.C(P1(=O)OP(CCC)(=O)OP(CCC)(=O)O1)CC, predict the reaction product. The product is: [NH:1]1[CH:5]=[C:4]([CH2:6][CH2:7][C:8]([NH:12][CH:13]2[CH2:14][CH2:15][N:16]([C:19]([O:21][CH2:22][C:23]3[CH:28]=[C:27]([Cl:29])[CH:26]=[C:25]([Cl:30])[CH:24]=3)=[O:20])[CH2:17][CH2:18]2)=[O:10])[N:3]=[N:2]1. (3) Given the reactants Cl.[NH2:2][C@H:3]1[CH2:8][CH2:7][CH2:6][CH2:5][C@H:4]1[C:9]([O:11][C:12]([CH3:15])([CH3:14])[CH3:13])=[O:10].CCN(CC)CC.[Cl:23][C:24]1[C:33]2[C:28](=[CH:29][CH:30]=[C:31]([S:34](Cl)(=[O:36])=[O:35])[CH:32]=2)[C:27]([Cl:38])=[CH:26][N:25]=1, predict the reaction product. The product is: [Cl:23][C:24]1[C:33]2[C:28](=[CH:29][CH:30]=[C:31]([S:34]([NH:2][C@H:3]3[CH2:8][CH2:7][CH2:6][CH2:5][C@H:4]3[C:9]([O:11][C:12]([CH3:15])([CH3:14])[CH3:13])=[O:10])(=[O:36])=[O:35])[CH:32]=2)[C:27]([Cl:38])=[CH:26][N:25]=1. (4) Given the reactants Cl[CH2:2]/[CH:3]=[CH:4]/[C@H:5]1[CH2:10][CH2:9][C@H:8]([CH2:11][CH2:12][N:13]([CH3:27])[S:14]([C:17]2[CH:22]=[CH:21][C:20]([C:23]([F:26])([F:25])[F:24])=[CH:19][CH:18]=2)(=[O:16])=[O:15])[CH2:7][CH2:6]1.[CH3:28][NH:29][CH3:30], predict the reaction product. The product is: [CH3:28][N:29]([CH3:30])[CH2:2]/[CH:3]=[CH:4]/[C@H:5]1[CH2:10][CH2:9][C@H:8]([CH2:11][CH2:12][N:13]([CH3:27])[S:14]([C:17]2[CH:22]=[CH:21][C:20]([C:23]([F:26])([F:25])[F:24])=[CH:19][CH:18]=2)(=[O:16])=[O:15])[CH2:7][CH2:6]1. (5) Given the reactants [N+:1]([C:4]1[CH:79]=[CH:78][C:7]([CH2:8][C:9]([CH2:68][C:69]2[CH:74]=[CH:73][C:72]([N+:75]([O-])=O)=[CH:71][CH:70]=2)([CH2:40][C:41](=[O:67])/[CH:42]=[CH:43]/[C:44]2[CH:49]=[CH:48][C:47]([O:50][C:51](=[O:66])[C:52]3[CH:57]=[CH:56][C:55]([O:58][CH2:59][CH2:60][CH2:61][C:62]([F:65])([F:64])[F:63])=[CH:54][CH:53]=3)=[CH:46][CH:45]=2)[C:10]([C:13](=[O:39])/[CH:14]=[CH:15]/[C:16]2[CH:21]=[CH:20][C:19]([O:22][C:23](=[O:38])[C:24]3[CH:29]=[CH:28][C:27]([O:30][CH2:31][CH2:32][CH2:33][C:34]([F:37])([F:36])[F:35])=[CH:26][CH:25]=3)=[CH:18][CH:17]=2)([OH:12])[OH:11])=[CH:6][CH:5]=1)([O-])=O.CCCCCC, predict the reaction product. The product is: [NH2:75][C:72]1[CH:73]=[CH:74][C:69]([CH2:68][C:9]([CH2:8][C:7]2[CH:78]=[CH:79][C:4]([NH2:1])=[CH:5][CH:6]=2)([CH2:40][C:41](=[O:67])/[CH:42]=[CH:43]/[C:44]2[CH:49]=[CH:48][C:47]([O:50][C:51](=[O:66])[C:52]3[CH:57]=[CH:56][C:55]([O:58][CH2:59][CH2:60][CH2:61][C:62]([F:63])([F:64])[F:65])=[CH:54][CH:53]=3)=[CH:46][CH:45]=2)[C:10]([C:13](=[O:39])/[CH:14]=[CH:15]/[C:16]2[CH:17]=[CH:18][C:19]([O:22][C:23](=[O:38])[C:24]3[CH:25]=[CH:26][C:27]([O:30][CH2:31][CH2:32][CH2:33][C:34]([F:37])([F:36])[F:35])=[CH:28][CH:29]=3)=[CH:20][CH:21]=2)([OH:11])[OH:12])=[CH:70][CH:71]=1. (6) The product is: [CH3:27][O:26][C:25]1[C:19]2[CH:18]=[C:17]([NH:16][C:15]([N:1]3[CH2:6][CH2:5][O:4][CH2:3][CH2:2]3)=[O:14])[S:21][C:20]=2[C:22]([C:28]2[CH:33]=[CH:32][CH:31]=[CH:30][CH:29]=2)=[CH:23][CH:24]=1. Given the reactants [NH:1]1[CH2:6][CH2:5][O:4][CH2:3][CH2:2]1.C([O:14][C:15](=O)[NH:16][C:17]1[S:21][C:20]2[C:22]([C:28]3[CH:33]=[CH:32][CH:31]=[CH:30][CH:29]=3)=[CH:23][CH:24]=[C:25]([O:26][CH3:27])[C:19]=2[CH:18]=1)C1C=CC=CC=1, predict the reaction product. (7) The product is: [Cl:1][C:2]1[N:3]=[C:4]2[C:10]([N:9]([CH3:13])[C:8](=[O:14])[CH2:7][CH2:6][N:5]2[CH2:15][CH2:16][N:27]2[CH2:32][CH2:31][CH2:30][CH2:29][CH2:28]2)=[CH:11][N:12]=1. Given the reactants [Cl:1][C:2]1[N:3]=[C:4]2[C:10](=[CH:11][N:12]=1)[N:9]([CH3:13])[C:8](=[O:14])[CH2:7][CH2:6][N:5]2[CH2:15][C:16]1C(C)=NOC=1C.Cl.ClCC[N:27]1[CH2:32][CH2:31][CH2:30][CH2:29][CH2:28]1.[H-].[Na+], predict the reaction product. (8) Given the reactants C(OC(=O)[CH:5]([CH3:18])[O:6][C:7]1[C:8]([C:13]([O:15]CC)=O)=[N:9][CH:10]=[CH:11][CH:12]=1)C.[O-]CC.[Na+].C(=O)([O-])O.[Na+].[OH-].[Na+], predict the reaction product. The product is: [CH3:18][C:5]1[O:6][C:7]2[C:8](=[N:9][CH:10]=[CH:11][CH:12]=2)[C:13]=1[OH:15]. (9) The product is: [N+:19]([C:16]1[CH:17]=[CH:18][C:13]([N:1]2[C:5]3=[N:6][CH:7]=[CH:8][CH:9]=[C:4]3[CH:3]=[N:2]2)=[CH:14][CH:15]=1)([O-:21])=[O:20]. Given the reactants [NH:1]1[C:5]2=[N:6][CH:7]=[CH:8][CH:9]=[C:4]2[CH:3]=[N:2]1.[H-].[Na+].F[C:13]1[CH:18]=[CH:17][C:16]([N+:19]([O-:21])=[O:20])=[CH:15][CH:14]=1.C(=O)([O-])[O-].[Cs+].[Cs+], predict the reaction product. (10) Given the reactants [F:1][C:2]([F:19])([F:18])[C:3]1[NH:4][C:5]2[C:6]([N:17]=1)=[C:7]1[C:12](=[CH:13][CH:14]=2)[CH2:11][CH2:10][CH:9]([CH2:15][OH:16])[O:8]1.[C:20]1([CH3:30])[CH:25]=[CH:24][C:23]([S:26](Cl)(=[O:28])=[O:27])=[CH:22][CH:21]=1, predict the reaction product. The product is: [F:19][C:2]([F:1])([F:18])[C:3]1[NH:4][C:5]2[C:6]([N:17]=1)=[C:7]1[C:12](=[CH:13][CH:14]=2)[CH2:11][CH2:10][CH:9]([CH2:15][O:16][S:26]([C:23]2[CH:24]=[CH:25][C:20]([CH3:30])=[CH:21][CH:22]=2)(=[O:28])=[O:27])[O:8]1.